From a dataset of Reaction yield outcomes from USPTO patents with 853,638 reactions. Predict the reaction yield, written as a fraction of the theoretical maximum amount of product (1.0 means a 100% yield; for example, 0.34 means a 34% yield). (1) The product is [Cl:10][C:11]1[N:12]=[N:13][C:14]([NH:17]/[N:18]=[C:3](/[CH3:5])\[CH2:2][C:1]([O:7][CH2:8][CH3:9])=[O:6])=[CH:15][CH:16]=1. The reactants are [C:1]([O:7][CH2:8][CH3:9])(=[O:6])[CH2:2][C:3]([CH3:5])=O.[Cl:10][C:11]1[N:12]=[N:13][C:14]([NH:17][NH2:18])=[CH:15][CH:16]=1. The catalyst is C(O)C. The yield is 0.560. (2) The reactants are [CH2:1]([N:8]([CH2:18][CH2:19][CH2:20][N:21]([CH2:31][C:32]1[CH:37]=[CH:36][CH:35]=[CH:34][CH:33]=1)[C:22]([O:24][CH2:25][C:26]1[S:30][CH:29]=[N:28][CH:27]=1)=[O:23])[C:9](=[O:17])[O:10][CH2:11][C:12]1[S:16][CH:15]=[N:14][CH:13]=1)[C:2]1[CH:7]=[CH:6][CH:5]=[CH:4][CH:3]=1.BrCC1C=CC([C:44]([C:46]2[CH:51]=[CH:50][CH:49]=[CH:48][CH:47]=2)=[O:45])=CC=1.[H-].[Na+].Cl. The catalyst is CN(C=O)C.CCOC(C)=O. The product is [C:44]([C:35]1[CH:34]=[CH:33][C:32]([CH2:31][N:21]([CH2:20][CH2:19][CH2:18][N:8]([CH2:1][C:2]2[CH:7]=[CH:6][C:5]([C:44](=[O:45])[C:46]3[CH:47]=[CH:48][CH:49]=[CH:50][CH:51]=3)=[CH:4][CH:3]=2)[C:9]([O:10][CH2:11][C:12]2[S:16][CH:15]=[N:14][CH:13]=2)=[O:17])[C:22](=[O:23])[O:24][CH2:25][C:26]2[S:30][CH:29]=[N:28][CH:27]=2)=[CH:37][CH:36]=1)(=[O:45])[C:46]1[CH:51]=[CH:50][CH:49]=[CH:48][CH:47]=1. The yield is 0.150. (3) The reactants are [H-].[Na+].CS(O[C@@H:8]([CH2:28][O:29][Si:30]([C:33]([CH3:36])([CH3:35])[CH3:34])([CH3:32])[CH3:31])[C@H:9]([NH:20][C:21]([O:23][C:24]([CH3:27])([CH3:26])[CH3:25])=[O:22])[C:10]1[CH:15]=[CH:14][C:13]([C:16]([F:19])([F:18])[F:17])=[CH:12][CH:11]=1)(=O)=O.CCOC(C)=O.CO. The catalyst is C1COCC1.CCCCCC. The product is [Si:30]([O:29][CH2:28][C@H:8]1[C@@H:9]([C:10]2[CH:15]=[CH:14][C:13]([C:16]([F:19])([F:18])[F:17])=[CH:12][CH:11]=2)[N:20]1[C:21]([O:23][C:24]([CH3:27])([CH3:26])[CH3:25])=[O:22])([C:33]([CH3:36])([CH3:35])[CH3:34])([CH3:32])[CH3:31]. The yield is 0.580. (4) The reactants are C(N(CC)CC)C.Cl.[CH3:9][O:10][C:11](=[O:24])[C:12]1[CH:17]=[CH:16][CH:15]=[C:14]([CH2:18][NH2:19])[C:13]=1[C:20]([O:22][CH3:23])=[O:21].[C:25](Cl)(=[O:27])[CH3:26]. The catalyst is ClCCl. The product is [CH3:9][O:10][C:11](=[O:24])[C:12]1[C:13](=[C:14]([CH2:18][NH:19][C:25](=[O:27])[CH3:26])[CH:15]=[CH:16][CH:17]=1)[C:20]([O:22][CH3:23])=[O:21]. The yield is 0.800. (5) The reactants are [C:1]([N:4]1[C:12]2[C:7](=[CH:8][C:9]([C:13](OC(=O)C)([CH2:16][CH3:17])[CH2:14][CH3:15])=[CH:10][CH:11]=2)[CH:6]=[C:5]1C)(=[O:3])[CH3:2].[NH:23]1[C:31]2[C:26](=[CH:27][CH:28]=[CH:29][C:30]=2[NH:32][S:33]([CH3:36])(=[O:35])=[O:34])[CH:25]=[CH:24]1.C(O)(C(F)(F)F)=O. The catalyst is C(Cl)Cl. The product is [C:1]([N:4]1[C:12]2[C:7](=[CH:8][C:9]([C:13]([C:25]3[C:26]4[C:31](=[C:30]([NH:32][S:33]([CH3:36])(=[O:34])=[O:35])[CH:29]=[CH:28][CH:27]=4)[NH:23][CH:24]=3)([CH2:14][CH3:15])[CH2:16][CH3:17])=[CH:10][CH:11]=2)[CH:6]=[CH:5]1)(=[O:3])[CH3:2]. The yield is 0.740. (6) The reactants are C1(P(C2CCCCC2)C2C=CC=CC=2C2C(OC(C)C)=CC=CC=2OC(C)C)CCCCC1.[Cl:34][C:35]1[CH:36]=[C:37]([CH:42]2[CH2:48][CH2:47][NH:46][C:45](=[O:49])[C:44]3[S:50][C:51](I)=[CH:52][C:43]2=3)[CH:38]=[CH:39][C:40]=1[Cl:41].[NH:54]1[CH2:59][CH2:58][O:57][CH2:56][CH2:55]1.C[Si]([N-][Si](C)(C)C)(C)C.[Li+]. The catalyst is O1CCCC1. The product is [Cl:34][C:35]1[CH:36]=[C:37]([CH:42]2[CH2:48][CH2:47][NH:46][C:45](=[O:49])[C:44]3[S:50][C:51]([N:54]4[CH2:59][CH2:58][O:57][CH2:56][CH2:55]4)=[CH:52][C:43]2=3)[CH:38]=[CH:39][C:40]=1[Cl:41]. The yield is 0.220. (7) The reactants are [C-:1]#[N:2].[Na+].Br[CH2:5][C:6]1[CH:11]=[CH:10][C:9]([O:12][CH:13]([F:15])[F:14])=[C:8]([O:16][CH3:17])[CH:7]=1.O. The catalyst is CN(C=O)C. The product is [F:14][CH:13]([F:15])[O:12][C:9]1[CH:10]=[CH:11][C:6]([CH2:5][C:1]#[N:2])=[CH:7][C:8]=1[O:16][CH3:17]. The yield is 0.940. (8) The reactants are [Cl:1][C:2]1[CH:23]=[CH:22][C:5]([CH2:6][C:7]2[N:8]=[C:9]([C:15]3[CH:20]=[CH:19][N:18]=[C:17]([Cl:21])[CH:16]=3)[S:10][C:11]=2[C:12](O)=[O:13])=[CH:4][CH:3]=1.CC[N:26]=C=NCCCN(C)C.O.ON1C2C=CC=CC=2N=N1.[OH-].[NH4+]. The catalyst is C(Cl)Cl.O. The product is [Cl:1][C:2]1[CH:23]=[CH:22][C:5]([CH2:6][C:7]2[N:8]=[C:9]([C:15]3[CH:20]=[CH:19][N:18]=[C:17]([Cl:21])[CH:16]=3)[S:10][C:11]=2[C:12]([NH2:26])=[O:13])=[CH:4][CH:3]=1. The yield is 0.670. (9) The reactants are C([O:5][C:6](=[O:40])[CH2:7][CH:8]([OH:39])[CH2:9][CH:10]([OH:38])[CH2:11][CH2:12][C:13]1[N:14]([C:31]2[CH:36]=[CH:35][C:34]([F:37])=[CH:33][CH:32]=2)[N:15]=[C:16]([C:21](=[O:30])[NH:22][CH2:23][C:24]2[CH:29]=[CH:28][CH:27]=[CH:26][CH:25]=2)[C:17]=1[CH:18]([CH3:20])[CH3:19])(C)(C)C.[OH-].[Na+:42]. The catalyst is CO. The product is [Na+:42].[CH2:23]([NH:22][C:21]([C:16]1[C:17]([CH:18]([CH3:20])[CH3:19])=[C:13]([CH2:12][CH2:11][C@@H:10]([OH:38])[CH2:9][C@@H:8]([OH:39])[CH2:7][C:6]([O-:40])=[O:5])[N:14]([C:31]2[CH:36]=[CH:35][C:34]([F:37])=[CH:33][CH:32]=2)[N:15]=1)=[O:30])[C:24]1[CH:25]=[CH:26][CH:27]=[CH:28][CH:29]=1. The yield is 0.940. (10) The reactants are [Cl:1][C:2]1[N:6]2[N:7]=[C:8]([O:11][CH3:12])[CH:9]=[CH:10][C:5]2=[N:4][C:3]=1[C:13]1[CH:18]=[CH:17][C:16]([CH3:19])=[C:15]([N+:20]([O-])=O)[CH:14]=1.CC(O)=O. The catalyst is C(O)C.O.[Fe]. The product is [Cl:1][C:2]1[N:6]2[N:7]=[C:8]([O:11][CH3:12])[CH:9]=[CH:10][C:5]2=[N:4][C:3]=1[C:13]1[CH:18]=[CH:17][C:16]([CH3:19])=[C:15]([CH:14]=1)[NH2:20]. The yield is 0.890.